Dataset: Forward reaction prediction with 1.9M reactions from USPTO patents (1976-2016). Task: Predict the product of the given reaction. (1) The product is: [CH3:23][C:19]1[CH:20]=[CH:21][CH:22]=[C:17]2[C:18]=1[CH:24]=[C:38]([CH2:37][CH2:36][N:32]1[CH2:33][CH2:34][CH2:35][C@@H:31]1[CH2:30][O:29][CH3:28])[O:39][C:16]2=[O:25]. Given the reactants C(NC(C)C)(C)C.C([Li])CCC.C(N(CC)[C:16](=[O:25])[C:17]1[CH:22]=[CH:21][CH:20]=[C:19]([CH3:23])[C:18]=1[CH3:24])C.[CH3:28][O:29][CH2:30][C@H:31]1[CH2:35][CH2:34][CH2:33][N:32]1[CH2:36][CH2:37][C:38](N(OC)C)=[O:39].Cl.C(=O)([O-])[O-].[K+].[K+], predict the reaction product. (2) Given the reactants C1(C2C=CC=CC=2)C=CC(CC(O)=O)=CC=1.C(N(C(C)C)CC)(C)C.F[P-](F)(F)(F)(F)F.N1C2C=CC=C(O[P+](N3CCCC3)(N3CCCC3)N3CCCC3)C=2N=N1.C1CN([P+](ON2N=NC3C=CC=CC2=3)(N2CCCC2)N2CCCC2)CC1.F[P-](F)(F)(F)(F)F.Cl.[CH2:93]([O:100][C:101]1[CH:102]=[C:103]([CH:106]=[CH:107][CH:108]=1)[CH2:104][NH2:105])[C:94]1[CH:99]=[CH:98][CH:97]=[CH:96][CH:95]=1.Cl, predict the reaction product. The product is: [CH2:93]([O:100][C:101]1[CH:102]=[C:103]([CH:106]=[CH:107][CH:108]=1)[C:104]#[N:105])[C:94]1[CH:95]=[CH:96][CH:97]=[CH:98][CH:99]=1. (3) Given the reactants [C:1]1([S:7]([N:10]2[C:14]3=[N:15][CH:16]=[C:17]([S:19]([CH2:21][CH3:22])=[O:20])[CH:18]=[C:13]3[CH:12]=[C:11]2[C:23](=[O:30])[CH2:24][CH:25]2[CH2:29][CH2:28][CH2:27][CH2:26]2)(=[O:9])=[O:8])[CH:6]=[CH:5][CH:4]=[CH:3][CH:2]=1.C[Si]([N-][Si](C)(C)C)(C)C.[Li+].[C:41]1([CH3:61])[CH:46]=[CH:45][C:44]([S:47](O[S:47]([C:44]2[CH:45]=[CH:46][C:41]([CH3:61])=[CH:42][CH:43]=2)(=[O:49])=[O:48])(=[O:49])=[O:48])=[CH:43][CH:42]=1, predict the reaction product. The product is: [C:1]1([S:7]([N:10]2[C:14]3=[N:15][CH:16]=[C:17]([S:19]([CH2:21][CH3:22])=[O:20])[CH:18]=[C:13]3[CH:12]=[C:11]2[C:23]([O:30][S:47]([C:44]2[CH:45]=[CH:46][C:41]([CH3:61])=[CH:42][CH:43]=2)(=[O:49])=[O:48])=[CH:24][CH:25]2[CH2:29][CH2:28][CH2:27][CH2:26]2)(=[O:8])=[O:9])[CH:2]=[CH:3][CH:4]=[CH:5][CH:6]=1.